This data is from Forward reaction prediction with 1.9M reactions from USPTO patents (1976-2016). The task is: Predict the product of the given reaction. (1) Given the reactants [C:1]([O:5][C:6]([N:8]1[CH2:13][CH2:12][CH:11]([CH2:14][O:15][CH2:16][CH2:17][CH2:18]O)[CH2:10][CH2:9]1)=[O:7])([CH3:4])([CH3:3])[CH3:2].[C:20]1(=[O:30])[NH:24][C:23](=[O:25])[C:22]2=[CH:26][CH:27]=[CH:28][CH:29]=[C:21]12.C1(P(C2C=CC=CC=2)C2C=CC=CC=2)C=CC=CC=1.CCOC(/N=N/C(OCC)=O)=O, predict the reaction product. The product is: [C:1]([O:5][C:6]([N:8]1[CH2:9][CH2:10][CH:11]([CH2:14][O:15][CH2:16][CH2:17][CH2:18][N:24]2[C:23](=[O:25])[C:22]3=[CH:26][CH:27]=[CH:28][CH:29]=[C:21]3[C:20]2=[O:30])[CH2:12][CH2:13]1)=[O:7])([CH3:2])([CH3:3])[CH3:4]. (2) The product is: [C:21]([O:25][C:26]([N:28]1[CH2:33][CH2:32][C:31]([OH:34])([C:7]2[CH:12]=[CH:11][CH:10]=[CH:9][C:8]=2[S:13][C:14]2[CH:19]=[CH:18][C:17]([Cl:20])=[CH:16][CH:15]=2)[CH2:30][CH2:29]1)=[O:27])([CH3:24])([CH3:22])[CH3:23]. Given the reactants [Li]CCCC.Br[C:7]1[CH:12]=[CH:11][CH:10]=[CH:9][C:8]=1[S:13][C:14]1[CH:19]=[CH:18][C:17]([Cl:20])=[CH:16][CH:15]=1.[C:21]([O:25][C:26]([N:28]1[CH2:33][CH2:32][C:31](=[O:34])[CH2:30][CH2:29]1)=[O:27])([CH3:24])([CH3:23])[CH3:22].[NH4+].[Cl-], predict the reaction product. (3) Given the reactants Cl[C:2]1[C:11]2[C:6](=[CH:7][CH:8]=[CH:9][CH:10]=2)[N:5]([CH3:12])[C:4]2=[C:13]3[C:18](=[N:19][C:3]=12)[CH:17]=[CH:16][CH:15]=[CH:14]3.[C:20]([O:24][C:25](=[O:36])[NH:26][CH2:27][CH2:28][CH2:29][N:30]([CH2:32][CH2:33][CH2:34][NH2:35])[CH3:31])([CH3:23])([CH3:22])[CH3:21], predict the reaction product. The product is: [C:20]([O:24][C:25](=[O:36])[NH:26][CH2:27][CH2:28][CH2:29][N:30]([CH3:31])[CH2:32][CH2:33][CH2:34][NH:35][C:2]1[C:11]2[C:6](=[CH:7][CH:8]=[CH:9][CH:10]=2)[N:5]([CH3:12])[C:4]2=[C:13]3[C:18](=[N:19][C:3]=12)[CH:17]=[CH:16][CH:15]=[CH:14]3)([CH3:23])([CH3:22])[CH3:21]. (4) The product is: [CH:5]1([C:8]2[CH:9]=[CH:10][C:11]([CH2:14][C:15]3[CH:20]=[CH:19][CH:18]=[CH:17][C:16]=3[O:21][C@H:22]3[C@H:27]([OH:28])[C@@H:26]([OH:36])[C@H:25]([OH:44])[C:24]([CH2:52][OH:53])=[CH:23]3)=[CH:12][CH:13]=2)[CH2:7][CH2:6]1. Given the reactants B(Cl)(Cl)Cl.[CH:5]1([C:8]2[CH:13]=[CH:12][C:11]([CH2:14][C:15]3[CH:20]=[CH:19][CH:18]=[CH:17][C:16]=3[O:21][C@H:22]3[C@H:27]([O:28]CC4C=CC=CC=4)[C@@H:26]([O:36]CC4C=CC=CC=4)[C@H:25]([O:44]CC4C=CC=CC=4)[C:24]([CH2:52][O:53]CC4C=CC=CC=4)=[CH:23]3)=[CH:10][CH:9]=2)[CH2:7][CH2:6]1.CC1C(C)=C(C)C(C)=C(C)C=1.CO, predict the reaction product. (5) Given the reactants [F:1][C:2]1[C:11]([N:12]2[CH2:17]CN[CH2:14][CH2:13]2)=[CH:10][C:9]2[NH:8][CH:7]=[C:6]3[C:18](=[O:27])[N:19]([C:21]4[CH:26]=[CH:25][CH:24]=[CH:23][CH:22]=4)[N:20]=[C:5]3[C:4]=2[CH:3]=1.FC1C(F)=CC2C3C(C(=O)N(C4C=CC=CC=4)N=3)=CNC=2C=1.[CH3:50][N:51]([CH3:58])[CH:52]1CCNC[CH2:53]1, predict the reaction product. The product is: [CH3:50][N:51]([CH3:58])[CH:52]1[CH2:14][CH2:13][N:12]([C:11]2[C:2]([F:1])=[CH:3][C:4]3[C:5]4[C:6]([C:18](=[O:27])[N:19]([C:21]5[CH:26]=[CH:25][CH:24]=[CH:23][CH:22]=5)[N:20]=4)=[CH:7][NH:8][C:9]=3[CH:10]=2)[CH2:17][CH2:53]1.